From a dataset of Full USPTO retrosynthesis dataset with 1.9M reactions from patents (1976-2016). Predict the reactants needed to synthesize the given product. (1) Given the product [CH2:1]([O:3][C:4]([N:6]1[CH2:11][CH2:10][CH:9]([C:12]2[C:20]3[C:15](=[CH:16][CH:17]=[CH:18][CH:19]=3)[N:14]([CH2:23][C:24]3[CH:25]=[N:26][CH:27]=[CH:28][CH:29]=3)[CH:13]=2)[CH2:8][CH2:7]1)=[O:5])[CH3:2], predict the reactants needed to synthesize it. The reactants are: [CH2:1]([O:3][C:4]([N:6]1[CH2:11][CH2:10][CH:9]([C:12]2[C:20]3[C:15](=[CH:16][CH:17]=[CH:18][CH:19]=3)[NH:14][CH:13]=2)[CH2:8][CH2:7]1)=[O:5])[CH3:2].Cl.Cl[CH2:23][C:24]1[CH:25]=[N:26][CH:27]=[CH:28][CH:29]=1. (2) Given the product [CH2:12]([O:11][C:8]1[CH:9]=[CH:10][C:5]([CH2:4][C:3]([OH:15])=[O:2])=[CH:6][CH:7]=1)[CH2:13][CH3:14], predict the reactants needed to synthesize it. The reactants are: C[O:2][C:3](=[O:15])[CH2:4][C:5]1[CH:10]=[CH:9][C:8]([O:11][CH2:12][CH2:13][CH3:14])=[CH:7][CH:6]=1.[OH-].[Na+]. (3) Given the product [Cl:29][C:30]1[CH:36]=[C:35]([NH:8][C:9]([NH:11][C:12]2[CH:17]=[CH:16][CH:15]=[C:14]([C:18]3[CH:23]=[CH:22][CH:21]=[C:20]([N:24]4[CH2:25][CH2:26][CH2:27][CH2:28]4)[N:19]=3)[CH:13]=2)=[O:10])[CH:34]=[CH:32][CH:31]=1, predict the reactants needed to synthesize it. The reactants are: ClC1C=CC([NH:8][C:9]([NH:11][C:12]2[CH:17]=[CH:16][CH:15]=[C:14]([C:18]3[CH:23]=[CH:22][CH:21]=[C:20]([N:24]4[CH2:28][CH2:27][CH2:26][CH2:25]4)[N:19]=3)[CH:13]=2)=[O:10])=CC=1.[Cl:29][C:30]1[CH:31]=[C:32]([CH:34]=[CH:35][CH:36]=1)N.CCN(C(C)C)C(C)C. (4) Given the product [C:1]([O:4][CH2:5][CH2:6][O:7][C:8]1[N:12]([CH3:13])[N:11]=[C:10]([N:14]([S:32]([C:29]2[CH:30]=[CH:31][C:26]([C:22]([CH3:25])([CH3:24])[CH3:23])=[CH:27][CH:28]=2)(=[O:33])=[O:36])[S:32]([C:29]2[CH:30]=[CH:31][C:26]([C:22]([CH3:25])([CH3:24])[CH3:23])=[CH:27][CH:28]=2)(=[O:34])=[O:33])[C:9]=1[C:15]1[CH:20]=[CH:19][C:18]([CH3:21])=[CH:17][CH:16]=1)(=[O:3])[CH3:2], predict the reactants needed to synthesize it. The reactants are: [C:1]([O:4][CH2:5][CH2:6][O:7][C:8]1[N:12]([CH3:13])[N:11]=[C:10]([NH2:14])[C:9]=1[C:15]1[CH:20]=[CH:19][C:18]([CH3:21])=[CH:17][CH:16]=1)(=[O:3])[CH3:2].[C:22]([C:26]1[CH:31]=[CH:30][C:29]([S:32](Cl)(=[O:34])=[O:33])=[CH:28][CH:27]=1)([CH3:25])([CH3:24])[CH3:23].[OH-:36].[K+]. (5) Given the product [C:23]([O:27][C:7](=[O:13])[NH:8][CH2:9][CH2:10][C:11]1[N:6]=[CH:5][N:4]([CH2:3][CH2:2][F:1])[CH:12]=1)([CH3:26])([CH3:25])[CH3:24], predict the reactants needed to synthesize it. The reactants are: [F:1][CH2:2][CH2:3][N+:4]1[CH:12]=[C:11]2[N:6]([C:7](=[O:13])[NH:8][CH2:9][CH2:10]2)[CH:5]=1.CCN(C(C)C)C(C)C.[C:23]([OH:27])([CH3:26])([CH3:25])[CH3:24]. (6) Given the product [Cl:13][CH2:2][CH2:3][CH2:4][N:5]1[CH2:10][CH2:9][O:8][CH2:7][CH2:6]1, predict the reactants needed to synthesize it. The reactants are: O[CH2:2][CH2:3][CH2:4][N:5]1[CH2:10][CH2:9][O:8][CH2:7][CH2:6]1.S(Cl)([Cl:13])=O.[OH-].[Na+]. (7) Given the product [CH2:30]([O:29][C:22]1[C:21]([CH2:20][N:9]2[CH2:8][CH2:7][C:6]3[C:11](=[C:2]([CH3:1])[C:3]([C:13]([OH:15])=[O:14])=[CH:4][CH:5]=3)[C:10]2=[O:12])=[C:26]([CH3:27])[CH:25]=[C:24]([CH3:23])[N:56]=1)[C:31]1[CH:36]=[CH:35][CH:34]=[CH:33][CH:32]=1, predict the reactants needed to synthesize it. The reactants are: [CH3:1][C:2]1[C:3]([C:13]([O:15]C)=[O:14])=[CH:4][CH:5]=[C:6]2[C:11]=1[C:10](=[O:12])[NH:9][CH2:8][CH2:7]2.[H-].[Na+].Cl[CH2:20][C:21]1[C:26]([CH3:27])=[CH:25][C:24](C)=[CH:23][C:22]=1[O:29][CH2:30][C:31]1[C:36](C2(OCC3C=CC=CC=3)C=C(C)C=C(C)C2CCl)=[CH:35][CH:34]=[CH:33][CH:32]=1.C[N:56](C=O)C.